From a dataset of Experimentally validated miRNA-target interactions with 360,000+ pairs, plus equal number of negative samples. Binary Classification. Given a miRNA mature sequence and a target amino acid sequence, predict their likelihood of interaction. (1) The miRNA is mmu-miR-379-5p with sequence UGGUAGACUAUGGAACGUAGG. The protein sequence of the target gene is MESGPAVCCQDPRAELVDRVAAINVAHLEEADEGPEPARNGVDPPPRARAASVIPGSASRPTPVRPSLSARKFSLQERPAGSCLGAQVGPYSTGPASHISPRSWRRPTIESHRVAISDTEDCVQLNQYKLQSEIGKGAYGVVRLAYNESEDRHYAMKVLSKKKLLKQYGFPRRPPPRGSQATQGGPAKQLLPLERVYQEIAILKKLDHVNVVKLIEVLDDPAEDNLYLVFDLLRKGPVMEVPCDKPFPEEQARLYLRDIILGLEYLHCQKIVHRDIKPSNLLLGDDGHVKIADFGVSNQF.... Result: 0 (no interaction). (2) The protein sequence of the target gene is MARPRRAREPLLVALLPLAWLAQAGLARAAGSVRLAGGLTLGGLFPVHARGAAGRACGQLKKEQGVHRLEAMLYALDRVNADPELLPGVRLGARLLDTCSRDTYALEQALSFVQALIRGRGDGDEVGVRCPGGVPPLRPAPPERVVAVVGASASSVSIMVANVLRLFAIPQISYASTAPELSDSTRYDFFSRVVPPDSYQAQAMVDIVRALGWNYVSTLASEGNYGESGVEAFVQISREAGGVCIAQSIKIPREPKPGEFSKVIRRLMETPNARGIIIFANEDDIRRVLEAARQANLTGH.... Result: 1 (interaction). The miRNA is hsa-miR-6506-5p with sequence ACUGGGAUGUCACUGAAUAUGGU. (3) The miRNA is hsa-miR-4276 with sequence CUCAGUGACUCAUGUGC. The protein sequence of the target gene is MSRRYDSRTTIFSPEGRLYQVEYAMEAIGHAGTCLGILANDGVLLAAERRNIHKLLDEVFFSEKIYKLNEDMACSVAGITSDANVLTNELRLIAQRYLLQYQEPIPCEQLVTALCDIKQAYTQFGGKRPFGVSLLYIGWDKHYGFQLYQSDPSGNYGGWKATCIGNNSAAAVSMLKQDYKEGEMTLKSALALAVKVLNKTMDVSKLSAEKVEIATLTRESGKTVIRVLKQKEVEQLIKKHEEEEAKAEREKKEKEQREKDK. Result: 0 (no interaction). (4) The miRNA is hsa-miR-1914-5p with sequence CCCUGUGCCCGGCCCACUUCUG. The protein sequence of the target gene is MSATVVDAVNAAPLSGSKEMSLEEPKKMTREDWRKKKELEEQRKLGNAPAEVDEEGKDINPHIPQYISSVPWYIDPSKRPTLKHQRPQPEKQKQFSSSGEWYKRGVKENSIITKYRKGACENCGAMTHKKKDCFERPRRVGAKFTGTNIAPDEHVQPQLMFDYDGKRDRWNGYNPEEHMKIVEEYAKVDLAKRTLKAQKLQEELASGKLVEQANSPKHQWGEEEPNSQMEKDHNSEDEDEDKYADDIDMPGQNFDSKRRITVRNLRIREDIAKYLRNLDPNSAYYDPKTRAMRENPYANA.... Result: 0 (no interaction). (5) The miRNA is hsa-miR-18a-5p with sequence UAAGGUGCAUCUAGUGCAGAUAG. The protein sequence of the target gene is MAATRCLRWGLSRAGVWLLPPPARCPRRALHKQKDGTEFKSIYSLDKLYPESQGSDTAWRVPNGAKQADSDIPLDRLTISYCRSSGPGGQNVNKVNSKAEVRFHLATAEWIAEPVRQKIAITHKNKINRLGELILTSESSRYQFRNLADCLQKIRDMITEASQTPKEPTKEDVKLHRIRIENMNRERLRQKRIHSAVKTSRRVDMD. Result: 0 (no interaction). (6) The miRNA is hsa-miR-6747-3p with sequence UCCUGCCUUCCUCUGCACCAG. The protein sequence of the target gene is MRMAATAWAGLQGPPLPTLCPAVRTGLYCRDQAHAERWAMTSETSSGSHCARSRMLRRRAQEEDSTVLIDVSPPEAEKRGSYGSTAHASEPGGQQAAACRAGSPAKPRIADFVLVWEEDLKLDRQQDSAARDRTDMHRTWRETFLDNLRAAGLCVDQQDVQDGNTTVHYALLSASWAVLCYYAEDLRLKLPLQELPNQASNWSAGLLAWLGIPNVLLEVVPDVPPEYYSCRFRVNKLPRFLGSDNQDTFFTSTKRHQILFEILAKTPYGHEKKNLLGIHQLLAEGVLSAAFPLHDGPFKT.... Result: 1 (interaction). (7) The miRNA is mmu-miR-343 with sequence UCUCCCUUCAUGUGCCCAGA. The protein sequence of the target gene is MNVTSIALRAETWLLAAWHVKVPPMWLEACINWIQEENNNVNLSQAQMNKQVFEQWLLTDLRDLEHPLLPDGILEIPKGELNGFYALQINSLVDVSQPAYSQIQKLRGKNTTNDLVTAEAQVTPKPWEAKPSRMLMLQLTDGIVQIQGMEYQPIPILHSDLPPGTKILIYGNISFRLGVLLLKPENVKVLGGEVDALLEEYAQEKVLARLIGEPDLVVSVIPNNSNENIPRVTDVLDPALGPSDEELLASLDENDELTANNDTSSERCFTTGSSSNTIPTRQSSFEPEFVISPRPKEEPS.... Result: 0 (no interaction). (8) The miRNA is hsa-miR-7155-3p with sequence UGGCCCAAGACCUCAGACC. The protein sequence of the target gene is MVCGGFACSKNALCALNVVYMLVSLLLIGVAAWGKGLGLVSSIHIIGGVIAVGVFLLLIAVAGLVGAVNHHQVLLFFYMIILGLVFIFQFVISCSCLAINRSKQTDVINASWWVMSNKTRDELERSFDCCGLFNLTTLYQQDYDFCTAICKSQSPTCQMCGEKFLKHSDEALKILGGVGLFFSFTEILGVWLAMRFRNQKDPRANPSAFL. Result: 1 (interaction).